Dataset: Full USPTO retrosynthesis dataset with 1.9M reactions from patents (1976-2016). Task: Predict the reactants needed to synthesize the given product. (1) Given the product [F:16][C:17]([F:22])([F:21])[C@@H:18]([OH:19])[CH2:20][N:10]1[CH2:11][CH2:12][CH2:13][CH:8]([CH2:7][C:6]2[CH:5]=[CH:4][C:3]([O:2][CH3:1])=[CH:15][CH:14]=2)[CH2:9]1, predict the reactants needed to synthesize it. The reactants are: [CH3:1][O:2][C:3]1[CH:15]=[CH:14][C:6]([CH2:7][CH:8]2[CH2:13][CH2:12][CH2:11][NH:10][CH2:9]2)=[CH:5][CH:4]=1.[F:16][C:17]([F:22])([F:21])[C@@H:18]1[CH2:20][O:19]1. (2) The reactants are: B(Br)(Br)Br.C[O:6][C:7]1[CH:16]=[C:15]2[C:10]([N:11]=[CH:12][C:13]([O:17][CH2:18][CH2:19][N:20]3[CH2:25][CH2:24][CH:23]([NH:26][C:27]([C:29]4[CH:30]=[CH:31][C:32]5[S:37][CH2:36][C:35](=[O:38])[NH:34][C:33]=5[CH:39]=4)=[O:28])[CH2:22][CH2:21]3)=[N:14]2)=[CH:9][CH:8]=1.CO. Given the product [OH:6][C:7]1[CH:16]=[C:15]2[C:10]([N:11]=[CH:12][C:13]([O:17][CH2:18][CH2:19][N:20]3[CH2:25][CH2:24][CH:23]([NH:26][C:27]([C:29]4[CH:30]=[CH:31][C:32]5[S:37][CH2:36][C:35](=[O:38])[NH:34][C:33]=5[CH:39]=4)=[O:28])[CH2:22][CH2:21]3)=[N:14]2)=[CH:9][CH:8]=1, predict the reactants needed to synthesize it. (3) Given the product [CH3:1][C:2]1[CH:7]=[CH:6][C:5]([S:8]([O:11][CH2:12][CH:13]2[CH2:17][C:16]3[CH:18]=[CH:19][CH:20]=[C:21]([C:28]4[CH:27]=[CH:26][C:25]([O:24][CH3:23])=[CH:30][C:29]=4[O:31][CH3:32])[C:15]=3[O:14]2)(=[O:10])=[O:9])=[CH:4][CH:3]=1, predict the reactants needed to synthesize it. The reactants are: [CH3:1][C:2]1[CH:7]=[CH:6][C:5]([S:8]([O:11][CH2:12][CH:13]2[CH2:17][C:16]3[CH:18]=[CH:19][CH:20]=[C:21](Br)[C:15]=3[O:14]2)(=[O:10])=[O:9])=[CH:4][CH:3]=1.[CH3:23][O:24][C:25]1[CH:30]=[C:29]([O:31][CH3:32])[CH:28]=[CH:27][C:26]=1B(O)O.C(=O)([O-])[O-].[K+].[K+]. (4) Given the product [CH2:29]([C:26]1[CH:27]=[CH:28][C:23]([C:22]2[C:15]3[C:14]([O:13][CH:11]([CH3:12])[CH2:10][CH2:9][CH2:8][CH2:7][C:6]([OH:38])=[O:5])=[N:19][CH:18]=[N:17][C:16]=3[O:20][C:21]=2[C:31]2[CH:36]=[CH:35][CH:34]=[CH:33][C:32]=2[F:37])=[CH:24][CH:25]=1)[CH3:30], predict the reactants needed to synthesize it. The reactants are: C([O:5][C:6](=[O:38])[CH2:7][CH2:8][CH2:9][CH2:10][CH:11]([O:13][C:14]1[C:15]2[C:22]([C:23]3[CH:28]=[CH:27][C:26]([CH2:29][CH3:30])=[CH:25][CH:24]=3)=[C:21]([C:31]3[CH:36]=[CH:35][CH:34]=[CH:33][C:32]=3[F:37])[O:20][C:16]=2[N:17]=[CH:18][N:19]=1)[CH3:12])(C)(C)C. (5) Given the product [Cl:23][C:24]1[S:28][C:27]([S:29]([NH:32][C:9]([CH:7]2[CH2:6][CH2:14][CH:19]([NH:18][C:4]3[C:3]([C:1]#[N:2])=[CH:8][C:7]([C:9]([O:11][CH2:12][CH3:13])=[O:10])=[C:6]([C:14]([F:17])([F:15])[F:16])[N:5]=3)[CH2:8]2)=[O:10])(=[O:31])=[O:30])=[CH:26][CH:25]=1, predict the reactants needed to synthesize it. The reactants are: [C:1]([C:3]1[C:4]([NH:18][CH2:19]C(O)=O)=[N:5][C:6]([C:14]([F:17])([F:16])[F:15])=[C:7]([C:9]([O:11][CH2:12][CH3:13])=[O:10])[CH:8]=1)#[N:2].[Cl:23][C:24]1[S:28][C:27]([S:29]([NH2:32])(=[O:31])=[O:30])=[CH:26][CH:25]=1. (6) Given the product [CH3:18][C:17]([N:32]([C:33]1[CH:38]=[CH:37][CH:36]=[CH:35][CH:34]=1)[C:1](=[O:8])[C:2]1[CH:7]=[CH:6][CH:5]=[CH:4][CH:3]=1)([C:19]1[N:23]([CH3:24])[C:22]([C:25]2[CH:30]=[CH:29][CH:28]=[CH:27][C:26]=2[CH3:31])=[N:21][N:20]=1)[CH3:16], predict the reactants needed to synthesize it. The reactants are: [C:1](Cl)(=[O:8])[C:2]1[CH:7]=[CH:6][CH:5]=[CH:4][CH:3]=1.N1C=CC=CC=1.[CH3:16][C:17]([NH:32][C:33]1[CH:38]=[CH:37][CH:36]=[CH:35][CH:34]=1)([C:19]1[N:23]([CH3:24])[C:22]([C:25]2[CH:30]=[CH:29][CH:28]=[CH:27][C:26]=2[CH3:31])=[N:21][N:20]=1)[CH3:18].Cl. (7) Given the product [C:1]([CH:4]([CH2:16][CH:17]([CH3:19])[CH3:18])[C:5]([NH:7][CH2:8][CH2:9][C:10]1[CH:11]=[CH:12][CH:13]=[CH:14][CH:15]=1)=[O:6])(=[O:3])[CH3:2], predict the reactants needed to synthesize it. The reactants are: [C:1]([CH:4]([CH2:16][C:17]([CH3:19])=[CH2:18])[C:5]([NH:7][CH2:8][CH2:9][C:10]1[CH:15]=[CH:14][CH:13]=[CH:12][CH:11]=1)=[O:6])(=[O:3])[CH3:2].CCO.